The task is: Predict the product of the given reaction.. This data is from Forward reaction prediction with 1.9M reactions from USPTO patents (1976-2016). (1) Given the reactants [CH3:1][O:2][CH2:3][O:4][C:5]1[CH:11]=[CH:10][C:8]([NH2:9])=[C:7]([N+:12]([O-:14])=[O:13])[CH:6]=1.[C:15]1([CH3:25])[CH:20]=[CH:19][C:18]([S:21](Cl)(=[O:23])=[O:22])=[CH:17][CH:16]=1.O, predict the reaction product. The product is: [CH3:1][O:2][CH2:3][O:4][C:5]1[CH:11]=[CH:10][C:8]([NH:9][S:21]([C:18]2[CH:19]=[CH:20][C:15]([CH3:25])=[CH:16][CH:17]=2)(=[O:23])=[O:22])=[C:7]([N+:12]([O-:14])=[O:13])[CH:6]=1. (2) Given the reactants [N:1]1[CH:2]=[N:3][N:4]2[CH:9]=[C:8]([CH:10]=O)[CH:7]=[CH:6][C:5]=12.C1(OP([CH:28]([C:36]2[CH:41]=[CH:40][CH:39]=[C:38]([CH3:42])[N:37]=2)NC2C=CC=CC=2)(=O)OC2C=CC=CC=2)C=CC=CC=1.C([O-])([O-])=[O:44].[Cs+].[Cs+].Cl, predict the reaction product. The product is: [CH3:42][C:38]1[N:37]=[C:36]([C:28](=[O:44])[CH2:10][C:8]2[CH:7]=[CH:6][C:5]3[N:4]([N:3]=[CH:2][N:1]=3)[CH:9]=2)[CH:41]=[CH:40][CH:39]=1. (3) Given the reactants [F:1][C:2]1[CH:3]=[C:4]([CH:9]2[CH2:13][O:12]C(=O)[NH:10]2)[CH:5]=[CH:6][C:7]=1[F:8].O.[OH-].[K+], predict the reaction product. The product is: [NH2:10][CH:9]([C:4]1[CH:5]=[CH:6][C:7]([F:8])=[C:2]([F:1])[CH:3]=1)[CH2:13][OH:12]. (4) Given the reactants [Br:1][C:2]1[CH:7]=[CH:6][C:5]([CH:8](O)[CH2:9][N:10]([CH2:12][C:13]2[CH:18]=[CH:17][C:16]([Cl:19])=[CH:15][C:14]=2[Cl:20])[CH3:11])=[CH:4][CH:3]=1.OS(O)(=O)=O.[OH-].[Na+], predict the reaction product. The product is: [Br:1][C:2]1[CH:7]=[CH:6][C:5]([CH:8]2[C:18]3[C:13](=[C:14]([Cl:20])[CH:15]=[C:16]([Cl:19])[CH:17]=3)[CH2:12][N:10]([CH3:11])[CH2:9]2)=[CH:4][CH:3]=1. (5) The product is: [C:12]([O:11][C:9](=[O:10])[NH:27][S:24]([C:19]1[CH:18]=[C:17]([I:16])[CH:22]=[C:21]([I:23])[CH:20]=1)(=[O:25])=[O:26])([CH3:13])([CH3:14])[CH3:15]. Given the reactants [C:9](O[C:9]([O:11][C:12]([CH3:15])([CH3:14])[CH3:13])=[O:10])([O:11][C:12]([CH3:15])([CH3:14])[CH3:13])=[O:10].[I:16][C:17]1[CH:18]=[C:19]([S:24]([NH2:27])(=[O:26])=[O:25])[CH:20]=[C:21]([I:23])[CH:22]=1.N1C=CC=CC=1.C(N(CC)CC)C, predict the reaction product. (6) Given the reactants [Br:1][C:2]1[CH:7]=[CH:6][C:5]([OH:8])=[C:4]([C:9]2[O:10][C:11]3[CH:17]=[CH:16][C:15]([CH3:18])=[CH:14][C:12]=3[N:13]=2)[CH:3]=1.[CH2:19](Br)[CH:20]=[CH:21][C:22]1[CH:27]=[CH:26][CH:25]=[CH:24][CH:23]=1, predict the reaction product. The product is: [Br:1][C:2]1[CH:7]=[CH:6][C:5]([O:8][CH2:19]/[CH:20]=[CH:21]/[C:22]2[CH:27]=[CH:26][CH:25]=[CH:24][CH:23]=2)=[C:4]([C:9]2[O:10][C:11]3[CH:17]=[CH:16][C:15]([CH3:18])=[CH:14][C:12]=3[N:13]=2)[CH:3]=1. (7) Given the reactants COC1C=C(OC)C=CC=1C[N:6]1[C:15]2[CH:14]=[C:13]([C:16]3[C:17]([O:23][CH2:24][CH3:25])=[N:18][CH:19]=[CH:20][C:21]=3[CH3:22])[CH:12]=[CH:11][C:10]=2[C:9]2[N:26]([CH:29]3[CH2:34][CH2:33][O:32][CH2:31][CH2:30]3)[N:27]=[CH:28][C:8]=2[C:7]1=[O:35], predict the reaction product. The product is: [CH2:24]([O:23][C:17]1[C:16]([C:13]2[CH:12]=[CH:11][C:10]3[C:9]4[N:26]([CH:29]5[CH2:34][CH2:33][O:32][CH2:31][CH2:30]5)[N:27]=[CH:28][C:8]=4[C:7](=[O:35])[NH:6][C:15]=3[CH:14]=2)=[C:21]([CH3:22])[CH:20]=[CH:19][N:18]=1)[CH3:25]. (8) Given the reactants Cl.[CH3:2][N:3]1[CH2:8][CH2:7][CH2:6][CH:5]([CH2:9][O:10][C:11]2[CH:16]=[CH:15][C:14]([NH2:17])=[CH:13][CH:12]=2)[CH2:4]1.[F:18][C:19]1[CH:20]=[C:21]2[C:25](=[CH:26][CH:27]=1)[NH:24][C:23](=[O:28])[C:22]2=[CH:29]O.CCN(CC)CC, predict the reaction product. The product is: [F:18][C:19]1[CH:20]=[C:21]2[C:25](=[CH:26][CH:27]=1)[NH:24][C:23](=[O:28])[C:22]2=[CH:29][NH:17][C:14]1[CH:13]=[CH:12][C:11]([O:10][CH2:9][CH:5]2[CH2:6][CH2:7][CH2:8][N:3]([CH3:2])[CH2:4]2)=[CH:16][CH:15]=1.